This data is from Full USPTO retrosynthesis dataset with 1.9M reactions from patents (1976-2016). The task is: Predict the reactants needed to synthesize the given product. (1) Given the product [CH3:1][C:2]1[CH:10]=[C:9]2[C:5]([CH2:6][CH2:7][N:8]2[CH:26]2[CH2:27][CH2:28][N:23]([C:20]3[N:21]=[N:22][C:17]([C:15]4[CH:14]=[N:13][N:12]([CH3:11])[CH:16]=4)=[CH:18][CH:19]=3)[CH2:24][CH2:25]2)=[CH:4][CH:3]=1, predict the reactants needed to synthesize it. The reactants are: [CH3:1][C:2]1[CH:10]=[C:9]2[C:5]([CH2:6][CH2:7][NH:8]2)=[CH:4][CH:3]=1.[CH3:11][N:12]1[CH:16]=[C:15]([C:17]2[N:22]=[N:21][C:20]([N:23]3[CH2:28][CH2:27][C:26](=O)[CH2:25][CH2:24]3)=[CH:19][CH:18]=2)[CH:14]=[N:13]1. (2) Given the product [O:17]([CH2:16][CH2:15][NH:14][C:13]1[C:12]2[C:7](=[CH:8][C:9]([C:24]3[CH:29]=[CH:28][CH:27]=[CH:26][CH:25]=3)=[CH:10][CH:11]=2)[N:6]=[CH:5][C:4]=1[NH2:1])[C:18]1[CH:23]=[CH:22][CH:21]=[CH:20][CH:19]=1, predict the reactants needed to synthesize it. The reactants are: [N+:1]([C:4]1[CH:5]=[N:6][C:7]2[C:12]([C:13]=1[NH:14][CH2:15][CH2:16][O:17][C:18]1[CH:23]=[CH:22][CH:21]=[CH:20][CH:19]=1)=[CH:11][CH:10]=[C:9]([C:24]1[CH:29]=[CH:28][CH:27]=[CH:26][CH:25]=1)[CH:8]=2)([O-])=O. (3) Given the product [NH2:6][C:7]1[CH:12]=[C:11]([Cl:3])[N:10]=[C:9]([NH:14][C:15]2[CH:22]=[CH:21][C:18]([C:19]#[N:20])=[CH:17][CH:16]=2)[N:8]=1, predict the reactants needed to synthesize it. The reactants are: P(Cl)(Cl)([Cl:3])=O.[NH2:6][C:7]1[CH:12]=[C:11](O)[N:10]=[C:9]([NH:14][C:15]2[CH:22]=[CH:21][C:18]([C:19]#[N:20])=[CH:17][CH:16]=2)[N:8]=1.C(=O)([O-])[O-].[K+].[K+]. (4) Given the product [Cl:1][C:2]1[C:3]([NH:22][C:23]2[CH:27]=[C:26]([CH3:28])[NH:25][N:24]=2)=[N:4][C:5]([NH:8][C:9]2[N:10]=[CH:11][C:12]([CH:16]3[CH2:17][CH2:18][N:19]([CH2:37][C:38]([NH2:40])=[O:39])[CH2:20][CH2:21]3)=[C:13]([CH3:15])[CH:14]=2)=[N:6][CH:7]=1, predict the reactants needed to synthesize it. The reactants are: [Cl:1][C:2]1[C:3]([NH:22][C:23]2[CH:27]=[C:26]([CH3:28])[NH:25][N:24]=2)=[N:4][C:5]([NH:8][C:9]2[CH:14]=[C:13]([CH3:15])[C:12]([CH:16]3[CH2:21][CH2:20][NH:19][CH2:18][CH2:17]3)=[CH:11][N:10]=2)=[N:6][CH:7]=1.C(N(CC)CC)C.Br[CH2:37][C:38]([NH2:40])=[O:39]. (5) Given the product [CH2:1]([C:3]1[S:4][C:5]([CH:13]2[CH2:18][CH2:17][O:16][CH2:15][CH2:14]2)=[CH:6][C:7]=1[CH:8]=[O:9])[CH3:2], predict the reactants needed to synthesize it. The reactants are: [CH2:1]([C:3]1[S:4][C:5]([CH:13]2[CH2:18][CH2:17][O:16][CH2:15][CH2:14]2)=[CH:6][C:7]=1[C:8](OCC)=[O:9])[CH3:2].[H-].C([Al+]CC(C)C)C(C)C.Cl.CC(OI1(OC(C)=O)(OC(C)=O)OC(=O)C2C=CC=CC1=2)=O.S([O-])([O-])=O.[Na+].[Na+]. (6) Given the product [O:6]=[C:5]1[CH2:10][CH2:11][C:2]2([C@@H:14]([C:15]([O:17][CH2:18][CH3:19])=[O:16])[CH2:1]2)[CH2:3][CH2:4]1, predict the reactants needed to synthesize it. The reactants are: [CH2:1]=[C:2]1[CH2:11][CH2:10][C:5]2(OCC[O:6]2)[CH2:4][CH2:3]1.[N+](=[CH:14][C:15]([O:17][CH2:18][CH3:19])=[O:16])=[N-]. (7) Given the product [CH2:1]([O:3][C:4]([C:6]1[N:7]=[C:8]([C:20]2[CH:21]=[CH:22][C:17]([C:15](=[O:16])[NH:14][CH2:12][CH3:13])=[CH:18][CH:19]=2)[O:9][CH:10]=1)=[O:5])[CH3:2], predict the reactants needed to synthesize it. The reactants are: [CH2:1]([O:3][C:4]([C:6]1[N:7]=[C:8](Cl)[O:9][CH:10]=1)=[O:5])[CH3:2].[CH2:12]([NH:14][C:15]([C:17]1[CH:22]=[CH:21][C:20](B(O)O)=[CH:19][CH:18]=1)=[O:16])[CH3:13].